This data is from Reaction yield outcomes from USPTO patents with 853,638 reactions. The task is: Predict the reaction yield, written as a fraction of the theoretical maximum amount of product (1.0 means a 100% yield; for example, 0.34 means a 34% yield). (1) The reactants are [CH3:1][O:2][C:3]([C:5]1[N:6]([CH2:23][C:24]2[CH:29]=[CH:28][C:27]([C:30]([N:32]3[CH2:37][CH2:36][CH:35]([C:38]([O:40]CC)=[O:39])[CH2:34][CH2:33]3)=[O:31])=[CH:26][CH:25]=2)[C:7](=[O:22])[C:8]2[C:13]([C:14]=1[C:15]1[CH:20]=[CH:19][CH:18]=[CH:17][CH:16]=1)=[CH:12][C:11]([Br:21])=[CH:10][CH:9]=2)=[O:4].CO.[OH-].[Na+]. The catalyst is O1CCCC1. The product is [CH3:1][O:2][C:3]([C:5]1[N:6]([CH2:23][C:24]2[CH:29]=[CH:28][C:27]([C:30]([N:32]3[CH2:33][CH2:34][CH:35]([C:38]([OH:40])=[O:39])[CH2:36][CH2:37]3)=[O:31])=[CH:26][CH:25]=2)[C:7](=[O:22])[C:8]2[C:13]([C:14]=1[C:15]1[CH:16]=[CH:17][CH:18]=[CH:19][CH:20]=1)=[CH:12][C:11]([Br:21])=[CH:10][CH:9]=2)=[O:4]. The yield is 0.260. (2) The reactants are [H-].[Al+3].[Li+].[H-].[H-].[H-].[I:7][C:8]1[CH:9]=[C:10]2[C:14](=[CH:15][CH:16]=1)[N:13]([CH:17]1[CH2:22][CH2:21][CH2:20][CH2:19][O:18]1)[N:12]=[C:11]2[C:23](N(OC)C)=[O:24]. The catalyst is C1COCC1. The product is [I:7][C:8]1[CH:9]=[C:10]2[C:14](=[CH:15][CH:16]=1)[N:13]([CH:17]1[CH2:22][CH2:21][CH2:20][CH2:19][O:18]1)[N:12]=[C:11]2[CH:23]=[O:24]. The yield is 0.720. (3) The reactants are [CH:1]1[C:13]2[CH:12]([CH2:14][O:15][C:16]([NH:18][C@H:19]([C:23]([N:25]([CH3:42])[C@@H:26]([C@@H:38]([CH3:41])[CH2:39][CH3:40])[C@H:27]([O:36][CH3:37])[CH2:28][C:29](OC(C)(C)C)=[O:30])=[O:24])[CH:20]([CH3:22])[CH3:21])=[O:17])[C:11]3[C:6](=[CH:7][CH:8]=[CH:9][CH:10]=3)[C:5]=2[CH:4]=[CH:3][CH:2]=1.Cl.[CH3:44][O:45][C@@H:46]([C@@H:64]1[CH2:68][CH2:67][CH2:66][NH:65]1)[C@@H:47]([CH3:63])[C:48]([NH:50][C@H:51]([C:59]([O:61][CH3:62])=[O:60])[CH2:52][C:53]1[CH:58]=[CH:57][CH:56]=[CH:55][CH:54]=1)=[O:49].CN(C(ON1N=NC2C=CC=NC1=2)=[N+](C)C)C.F[P-](F)(F)(F)(F)F.CCN(C(C)C)C(C)C. The catalyst is ClCCl. The product is [CH:10]1[C:11]2[CH:12]([CH2:14][O:15][C:16]([NH:18][C@H:19]([C:23]([N:25]([CH3:42])[C@@H:26]([C@@H:38]([CH3:41])[CH2:39][CH3:40])[C@H:27]([O:36][CH3:37])[CH2:28][C:29]([N:65]3[CH2:66][CH2:67][CH2:68][C@H:64]3[C@H:46]([O:45][CH3:44])[C@@H:47]([CH3:63])[C:48]([NH:50][C@H:51]([C:59]([O:61][CH3:62])=[O:60])[CH2:52][C:53]3[CH:54]=[CH:55][CH:56]=[CH:57][CH:58]=3)=[O:49])=[O:30])=[O:24])[CH:20]([CH3:22])[CH3:21])=[O:17])[C:13]3[C:5](=[CH:4][CH:3]=[CH:2][CH:1]=3)[C:6]=2[CH:7]=[CH:8][CH:9]=1. The yield is 0.620. (4) The reactants are [C:1]([C:3]1[C:8]([C:9]([C:17]2[CH:22]=[CH:21][CH:20]=[C:19]([O:23][CH2:24][CH2:25][CH2:26][F:27])[CH:18]=2)=[N:10]S(C(C)(C)C)=O)=[CH:7][CH:6]=[CH:5][N:4]=1)#[N:2].I[C:29]1[CH:34]=[CH:33][N:32]=[C:31]([O:35][CH3:36])[CH:30]=1. No catalyst specified. The product is [F:27][CH2:26][CH2:25][CH2:24][O:23][C:19]1[CH:18]=[C:17]([C:9]2([C:29]3[CH:34]=[CH:33][N:32]=[C:31]([O:35][CH3:36])[CH:30]=3)[C:8]3[C:3](=[N:4][CH:5]=[CH:6][CH:7]=3)[C:1]([NH2:2])=[N:10]2)[CH:22]=[CH:21][CH:20]=1. The yield is 0.130.